From a dataset of Full USPTO retrosynthesis dataset with 1.9M reactions from patents (1976-2016). Predict the reactants needed to synthesize the given product. (1) Given the product [Br:11][C:12]1[CH:13]=[C:14]([O:1][CH:2]2[CH2:7][CH2:6][N:5]([C:8](=[O:10])[CH3:9])[CH2:4][CH2:3]2)[CH:15]=[N:16][CH:17]=1, predict the reactants needed to synthesize it. The reactants are: [OH:1][CH:2]1[CH2:7][CH2:6][N:5]([C:8](=[O:10])[CH3:9])[CH2:4][CH2:3]1.[Br:11][C:12]1[CH:13]=[C:14](O)[CH:15]=[N:16][CH:17]=1.C1C=CC(P(C2C=CC=CC=2)C2C=CC=CC=2)=CC=1.N(C(OC(C)C)=O)=NC(OC(C)C)=O. (2) Given the product [C:1]([NH:4][C:5]1[CH:6]=[CH:7][C:8]([C:11](=[C:25]2[CH2:30][CH2:29][N:28]([CH2:31][C:80]3[CH:83]=[CH:84][C:77]([F:76])=[CH:78][CH:79]=3)[CH2:27][CH2:26]2)[C:12]2[CH:13]=[CH:14][C:15]([C:16]([N:18]([CH2:21][CH3:22])[CH2:19][CH3:20])=[O:17])=[CH:23][CH:24]=2)=[CH:9][CH:10]=1)(=[O:3])[CH3:2], predict the reactants needed to synthesize it. The reactants are: [C:1]([NH:4][C:5]1[CH:10]=[CH:9][C:8]([C:11](=[C:25]2[CH2:30][CH2:29][N:28]([CH2:31]C3C=CC=CC=3F)[CH2:27][CH2:26]2)[C:12]2[CH:24]=[CH:23][C:15]([C:16]([N:18]([CH2:21][CH3:22])[CH2:19][CH3:20])=[O:17])=[CH:14][CH:13]=2)=[CH:7][CH:6]=1)(=[O:3])[CH3:2].C(NC1C=CC(C(=C2CCNCC2)C2C=CC(C(N(CC)CC)=O)=CC=2)=CC=1)(=O)C.C(O)(C(F)(F)F)=O.[F:76][C:77]1[CH:84]=[CH:83][C:80](C=O)=[CH:79][CH:78]=1. (3) Given the product [N:25]1([CH2:24][CH2:23][NH:22][C:20]([C:16]2[C:17]3[C:12](=[CH:11][C:10]([O:9][C:3]4[CH:8]=[CH:7][N:6]=[CH:5][CH:4]=4)=[CH:19][CH:18]=3)[CH:13]=[CH:14][CH:15]=2)=[O:21])[CH2:30][CH2:29][O:28][CH2:27][CH2:26]1, predict the reactants needed to synthesize it. The reactants are: Cl.Br[C:3]1[CH:8]=[CH:7][N:6]=[CH:5][CH:4]=1.[OH:9][C:10]1[CH:11]=[C:12]2[C:17](=[CH:18][CH:19]=1)[C:16]([C:20]([NH:22][CH2:23][CH2:24][N:25]1[CH2:30][CH2:29][O:28][CH2:27][CH2:26]1)=[O:21])=[CH:15][CH:14]=[CH:13]2.C([O-])([O-])=O.[Cs+].[Cs+]. (4) Given the product [Cl-:3].[Cl:5][C:6]1[CH:13]=[CH:12][CH:11]=[C:10]([CH3:14])[C:7]=1[CH2:8][P+:21]([C:22]1[CH:23]=[CH:24][CH:25]=[CH:26][CH:27]=1)([C:28]1[CH:33]=[CH:32][CH:31]=[CH:30][CH:29]=1)[C:15]1[CH:16]=[CH:17][CH:18]=[CH:19][CH:20]=1, predict the reactants needed to synthesize it. The reactants are: S(Cl)([Cl:3])=O.[Cl:5][C:6]1[CH:13]=[CH:12][CH:11]=[C:10]([CH3:14])[C:7]=1[CH2:8]O.[C:15]1([P:21]([C:28]2[CH:33]=[CH:32][CH:31]=[CH:30][CH:29]=2)[C:22]2[CH:27]=[CH:26][CH:25]=[CH:24][CH:23]=2)[CH:20]=[CH:19][CH:18]=[CH:17][CH:16]=1.